This data is from Peptide-MHC class II binding affinity with 134,281 pairs from IEDB. The task is: Regression. Given a peptide amino acid sequence and an MHC pseudo amino acid sequence, predict their binding affinity value. This is MHC class II binding data. The peptide sequence is RYFLMAFANQIHHID. The MHC is DRB1_1101 with pseudo-sequence DRB1_1101. The binding affinity (normalized) is 0.715.